Dataset: Forward reaction prediction with 1.9M reactions from USPTO patents (1976-2016). Task: Predict the product of the given reaction. (1) Given the reactants [OH:1][C:2]1[C:11]2[N:10]=[CH:9][CH:8]=[CH:7][C:6]=2[C:5]([C:12]([O:14][CH3:15])=[O:13])=[N:4][C:3]=1[C:16]([O:18]C)=O.[F:20][C:21]1[CH:26]=[CH:25][C:24]([CH2:27][NH2:28])=[C:23]([S:29][CH3:30])[CH:22]=1.CN(C=O)C, predict the reaction product. The product is: [F:20][C:21]1[CH:26]=[CH:25][C:24]([CH2:27][NH:28][C:16]([C:3]2[N:4]=[C:5]([C:12]([O:14][CH3:15])=[O:13])[C:6]3[CH:7]=[CH:8][CH:9]=[N:10][C:11]=3[C:2]=2[OH:1])=[O:18])=[C:23]([S:29][CH3:30])[CH:22]=1. (2) Given the reactants Cl[C:2]1[CH:28]=[CH:27][C:5]2[O:6][CH:7]([C:10]([N:12]3[CH2:17][CH2:16][N:15]([CH2:18][C:19]4[CH:24]=[CH:23][C:22]([F:25])=[CH:21][CH:20]=4)[CH2:14][C@H:13]3[CH3:26])=[O:11])[CH2:8][O:9][C:4]=2[CH:3]=1, predict the reaction product. The product is: [O:6]1[C:5]2[CH:27]=[CH:28][CH:2]=[CH:3][C:4]=2[O:9][CH2:8][CH:7]1[C:10]([N:12]1[CH2:17][CH2:16][N:15]([CH2:18][C:19]2[CH:20]=[CH:21][C:22]([F:25])=[CH:23][CH:24]=2)[CH2:14][C@H:13]1[CH3:26])=[O:11]. (3) Given the reactants [NH2:1][C:2]1[N:10]=[C:9]2[C:5]([N:6]=[CH:7][N:8]2[C@@H:11]2[O:18][C@H:17]([CH2:19][OH:20])[C@@H:15]([OH:16])[C@H:12]2[O:13][CH3:14])=[C:4](N)[N:3]=1.[C@@H]1(N2C3N=CN=C(N)C=3N=C2)O[C@H](CO)[C@@H](O)[C@H]1[OH:24], predict the reaction product. The product is: [CH3:14][O:13][C@@H:12]1[C@H:15]([OH:16])[C@@H:17]([CH2:19][OH:20])[O:18][C@H:11]1[N:8]1[C:9]2[N:10]=[C:2]([NH2:1])[NH:3][C:4](=[O:24])[C:5]=2[N:6]=[CH:7]1. (4) Given the reactants [CH3:1][C:2]1[CH:3]=[C:4]([C:18]2[N:22]=[N:21][NH:20][C:19]=2[C:23]#[N:24])[CH:5]=[C:6]([C:8]2[N:13]=[C:12]([C:14]([F:17])([F:16])[F:15])[CH:11]=[CH:10][N:9]=2)[CH:7]=1.C([O-])([O-])=O.[K+].[K+].[C:31]([O:36][CH:37](I)[CH3:38])(=[O:35])[CH2:32][CH2:33][CH3:34].O, predict the reaction product. The product is: [C:23]([C:19]1[C:18]([C:4]2[CH:5]=[C:6]([C:8]3[N:13]=[C:12]([C:14]([F:17])([F:16])[F:15])[CH:11]=[CH:10][N:9]=3)[CH:7]=[C:2]([CH3:1])[CH:3]=2)=[N:22][N:21]([CH:37]([O:36][C:31](=[O:35])[CH2:32][CH2:33][CH3:34])[CH3:38])[N:20]=1)#[N:24]. (5) Given the reactants Cl.[NH2:2][C@@H:3]([CH2:8][CH2:9][NH:10][C:11]([O:13][C:14]([CH3:17])([CH3:16])[CH3:15])=[O:12])[C:4]([O:6][CH3:7])=[O:5].[C:18]1([CH:24]([C:35]2[CH:40]=[CH:39][CH:38]=[CH:37][CH:36]=2)[N:25]2[CH:30]=[CH:29][CH:28]=[C:27]([C:31](O)=[O:32])[C:26]2=[O:34])[CH:23]=[CH:22][CH:21]=[CH:20][CH:19]=1.CN(C(ON1N=NC2C=CC=CC1=2)=[N+](C)C)C.F[P-](F)(F)(F)(F)F.CCN(C(C)C)C(C)C, predict the reaction product. The product is: [C:14]([O:13][C:11]([NH:10][CH2:9][CH2:8][C@H:3]([NH:2][C:31]([C:27]1[C:26](=[O:34])[N:25]([CH:24]([C:18]2[CH:23]=[CH:22][CH:21]=[CH:20][CH:19]=2)[C:35]2[CH:36]=[CH:37][CH:38]=[CH:39][CH:40]=2)[CH:30]=[CH:29][CH:28]=1)=[O:32])[C:4]([O:6][CH3:7])=[O:5])=[O:12])([CH3:17])([CH3:16])[CH3:15]. (6) Given the reactants C[O:2][C:3](=[O:23])[C@@H:4]([N:9]1[CH2:17][C:16]2[C:11](=[CH:12][CH:13]=[CH:14][C:15]=2[C:18]([F:21])([F:20])[F:19])[C:10]1=[O:22])[CH2:5][CH:6]([CH3:8])[CH3:7].O.[OH-].[Li+], predict the reaction product. The product is: [CH3:7][CH:6]([CH3:8])[CH2:5][C@H:4]([N:9]1[CH2:17][C:16]2[C:11](=[CH:12][CH:13]=[CH:14][C:15]=2[C:18]([F:21])([F:19])[F:20])[C:10]1=[O:22])[C:3]([OH:23])=[O:2]. (7) Given the reactants [N:1]1[CH:6]=[CH:5][CH:4]=[CH:3][C:2]=1[C:7]1[N:12]=[CH:11][C:10]([C:13]([OH:15])=O)=[CH:9][N:8]=1.CN(C(SC1[N+]([O-])=CC=CC=1)=[N+](C)C)C.F[P-](F)(F)(F)(F)F.CCN(C(C)C)C(C)C.[F:47][C:48]1[CH:49]=[C:50]2[C:54](=[CH:55][CH:56]=1)[N:53]([NH2:57])[CH:52]=[C:51]2[CH3:58], predict the reaction product. The product is: [F:47][C:48]1[CH:49]=[C:50]2[C:54](=[CH:55][CH:56]=1)[N:53]([NH:57][C:13]([C:10]1[CH:11]=[N:12][C:7]([C:2]3[CH:3]=[CH:4][CH:5]=[CH:6][N:1]=3)=[N:8][CH:9]=1)=[O:15])[CH:52]=[C:51]2[CH3:58].